This data is from NCI-60 drug combinations with 297,098 pairs across 59 cell lines. The task is: Regression. Given two drug SMILES strings and cell line genomic features, predict the synergy score measuring deviation from expected non-interaction effect. (1) Drug 1: C1CCC(C1)C(CC#N)N2C=C(C=N2)C3=C4C=CNC4=NC=N3. Drug 2: CC1=C(C(=O)C2=C(C1=O)N3CC4C(C3(C2COC(=O)N)OC)N4)N. Cell line: T-47D. Synergy scores: CSS=11.6, Synergy_ZIP=-4.72, Synergy_Bliss=-3.71, Synergy_Loewe=-57.6, Synergy_HSA=-8.26. (2) Drug 1: CC12CCC(CC1=CCC3C2CCC4(C3CC=C4C5=CN=CC=C5)C)O. Drug 2: CCN(CC)CCNC(=O)C1=C(NC(=C1C)C=C2C3=C(C=CC(=C3)F)NC2=O)C. Cell line: UO-31. Synergy scores: CSS=13.3, Synergy_ZIP=-4.84, Synergy_Bliss=1.58, Synergy_Loewe=2.64, Synergy_HSA=2.97.